Dataset: Catalyst prediction with 721,799 reactions and 888 catalyst types from USPTO. Task: Predict which catalyst facilitates the given reaction. (1) Reactant: C([Li])CCC.C1(S(N2[C:23]3[C:18](=[CH:19][CH:20]=[C:21]([O:24][CH2:25][C:26]4C=CC=CC=4)C=3)[C:17](I)=C2)(=O)=O)C=CC=CC=1.C1(N(C2C=CC=CC=2)C(Cl)=[O:41])C=CC=CC=1.O. Product: [CH3:21][CH2:20][CH2:19][CH:18]([CH3:23])[CH3:17].[C:21]([O:24][CH2:25][CH3:26])(=[O:41])[CH3:20]. The catalyst class is: 7. (2) Reactant: [Si]([O:8][CH2:9][C:10]1[CH:14]=[N:13][N:12]([CH2:15][C@@H:16]2[C@H:19]([NH:20][C:21](=[O:30])[O:22][CH2:23][C:24]3[CH:29]=[CH:28][CH:27]=[CH:26][CH:25]=3)[C:18](=[O:31])[NH:17]2)[N:11]=1)(C(C)(C)C)(C)C.CCCC[N+](CCCC)(CCCC)CCCC.[F-]. Product: [OH:8][CH2:9][C:10]1[CH:14]=[N:13][N:12]([CH2:15][C@@H:16]2[C@H:19]([NH:20][C:21](=[O:30])[O:22][CH2:23][C:24]3[CH:29]=[CH:28][CH:27]=[CH:26][CH:25]=3)[C:18](=[O:31])[NH:17]2)[N:11]=1. The catalyst class is: 1. (3) Reactant: Br[CH2:2][C:3]([O:5][CH3:6])=[O:4].[Cl:7][C:8]1[CH:13]=[CH:12][C:11]([S:14]([O-:16])=[O:15])=[CH:10][CH:9]=1.[Na+]. Product: [CH3:6][O:5][C:3](=[O:4])[CH2:2][S:14]([C:11]1[CH:12]=[CH:13][C:8]([Cl:7])=[CH:9][CH:10]=1)(=[O:16])=[O:15]. The catalyst class is: 18.